This data is from Forward reaction prediction with 1.9M reactions from USPTO patents (1976-2016). The task is: Predict the product of the given reaction. Given the reactants Cl.Cl.[NH:3]1[CH2:8][CH2:7][CH:6]([NH:9][C:10]2[N:15]=[CH:14][C:13](/[CH:16]=[CH:17]/[C:18]([O:20][CH2:21][CH3:22])=[O:19])=[CH:12][CH:11]=2)[CH2:5][CH2:4]1.CCN(CC)CC.[Cl:30][C:31]1[CH:36]=[CH:35][C:34]([N:37]=[C:38]=[O:39])=[CH:33][CH:32]=1.O, predict the reaction product. The product is: [Cl:30][C:31]1[CH:36]=[CH:35][C:34]([NH:37][C:38]([N:3]2[CH2:8][CH2:7][CH:6]([NH:9][C:10]3[N:15]=[CH:14][C:13](/[CH:16]=[CH:17]/[C:18]([O:20][CH2:21][CH3:22])=[O:19])=[CH:12][CH:11]=3)[CH2:5][CH2:4]2)=[O:39])=[CH:33][CH:32]=1.